This data is from Full USPTO retrosynthesis dataset with 1.9M reactions from patents (1976-2016). The task is: Predict the reactants needed to synthesize the given product. (1) Given the product [CH3:35][O:34][C:32]([C:31]1([C:36]([O:38][CH3:39])=[O:37])[CH2:10][C:9]1([CH2:8][CH2:7][O:6][Si:5]([C:1]([CH3:2])([CH3:4])[CH3:3])([C:17]1[CH:18]=[CH:19][CH:20]=[CH:21][CH:22]=1)[C:23]1[CH:24]=[CH:25][CH:26]=[CH:27][CH:28]=1)[C:11]1[CH:12]=[CH:13][CH:14]=[CH:15][CH:16]=1)=[O:33], predict the reactants needed to synthesize it. The reactants are: [C:1]([Si:5]([C:23]1[CH:28]=[CH:27][CH:26]=[CH:25][CH:24]=1)([C:17]1[CH:22]=[CH:21][CH:20]=[CH:19][CH:18]=1)[O:6][CH2:7][CH2:8][C:9]([C:11]1[CH:16]=[CH:15][CH:14]=[CH:13][CH:12]=1)=[CH2:10])([CH3:4])([CH3:3])[CH3:2].[N+](=[C:31]([C:36]([O:38][CH3:39])=[O:37])[C:32]([O:34][CH3:35])=[O:33])=[N-]. (2) Given the product [CH2:1]([O:3][C:4](=[O:24])[CH2:5][CH2:6][N:7]([C:14]1[C:19]([NH2:20])=[CH:18][N:17]=[C:16]([Cl:23])[N:15]=1)[CH:8]1[CH2:12][CH2:11][CH2:10][CH:9]1[CH3:13])[CH3:2], predict the reactants needed to synthesize it. The reactants are: [CH2:1]([O:3][C:4](=[O:24])[CH2:5][CH2:6][N:7]([C:14]1[C:19]([N+:20]([O-])=O)=[CH:18][N:17]=[C:16]([Cl:23])[N:15]=1)[CH:8]1[CH2:12][CH2:11][CH2:10][CH:9]1[CH3:13])[CH3:2].[H][H]. (3) Given the product [Br:1][C:2]1[C:3]2[N:12]=[C:13]([CH3:14])[NH:11][C:4]=2[CH:5]=[C:6]([N+:8]([O-:10])=[O:9])[CH:7]=1, predict the reactants needed to synthesize it. The reactants are: [Br:1][C:2]1[CH:7]=[C:6]([N+:8]([O-:10])=[O:9])[CH:5]=[C:4]([NH2:11])[C:3]=1[NH2:12].[C:13](O)(=O)[CH3:14]. (4) Given the product [OH:16][C:5]([CH3:15])([C:6]([NH:8][CH2:9][CH2:10][C:11]([F:12])([F:13])[F:14])=[O:7])[C:4]([OH:17])=[O:3], predict the reactants needed to synthesize it. The reactants are: C([O:3][C:4](=[O:17])[C:5]([OH:16])([CH3:15])[C:6]([NH:8][CH2:9][CH2:10][C:11]([F:14])([F:13])[F:12])=[O:7])C.[OH-].[Li+]. (5) Given the product [CH3:12][C:4]1[N:3]=[C:2]([N:19]([C:16]2[CH:17]=[CH:18][N:13]=[CH:14][CH:15]=2)[CH3:20])[C:11]2[C:6](=[CH:7][CH:8]=[CH:9][CH:10]=2)[N:5]=1, predict the reactants needed to synthesize it. The reactants are: Cl[C:2]1[C:11]2[C:6](=[CH:7][CH:8]=[CH:9][CH:10]=2)[N:5]=[C:4]([CH3:12])[N:3]=1.[N:13]1[CH:18]=[CH:17][C:16]([NH:19][CH3:20])=[CH:15][CH:14]=1. (6) The reactants are: C([O:3][C:4](=[O:36])[CH2:5][CH2:6][N:7]([S:30]([N:33]([CH3:35])[CH3:34])(=[O:32])=[O:31])[CH2:8][C:9]1[CH:14]=[CH:13][CH:12]=[C:11]([O:15][CH2:16][C:17]2[N:18]=[C:19]([C:23]3[CH:28]=[CH:27][C:26]([CH3:29])=[CH:25][CH:24]=3)[O:20][C:21]=2[CH3:22])[CH:10]=1)C.O.[OH-].[Li+]. Given the product [CH3:34][N:33]([S:30]([N:7]([CH2:6][CH2:5][C:4]([OH:36])=[O:3])[CH2:8][C:9]1[CH:14]=[CH:13][CH:12]=[C:11]([O:15][CH2:16][C:17]2[N:18]=[C:19]([C:23]3[CH:24]=[CH:25][C:26]([CH3:29])=[CH:27][CH:28]=3)[O:20][C:21]=2[CH3:22])[CH:10]=1)(=[O:31])=[O:32])[CH3:35], predict the reactants needed to synthesize it. (7) The reactants are: [CH3:1][C:2]([CH3:31])([CH3:30])[C@H:3]([NH:8][C:9]([N:11]1[C:19]2[CH2:18][CH2:17][N:16](C)[CH2:15][C:14]=2[C:13]([C:21]2[CH:26]=[C:25]([F:27])[C:24]([F:28])=[CH:23][C:22]=2F)=[N:12]1)=[O:10])[C:4]([NH:6][CH3:7])=[O:5].FC1C=C(C2C3CN(C(OC(C)(C)C)=O)CCC=3NN=2)C=CC=1F.C=O. Given the product [F:27][C:25]1[CH:26]=[C:21]([C:13]2[C:14]3[CH2:15][NH:16][CH2:17][CH2:18][C:19]=3[N:11]([C:9]([NH:8][C@@H:3]([C:2]([CH3:31])([CH3:30])[CH3:1])[C:4]([NH:6][CH3:7])=[O:5])=[O:10])[N:12]=2)[CH:22]=[CH:23][C:24]=1[F:28], predict the reactants needed to synthesize it. (8) Given the product [O:31]=[C:26]1[NH:27][C:28](=[O:30])[C:29](=[CH:1][C:3]2[CH:4]=[CH:5][C:6]([C:9]3[CH:14]=[CH:13][CH:12]=[C:11]([CH2:15][NH:16][C:17](=[O:24])[C:18]4[CH:19]=[CH:20][CH:21]=[CH:22][CH:23]=4)[CH:10]=3)=[CH:7][CH:8]=2)[S:25]1, predict the reactants needed to synthesize it. The reactants are: [CH:1]([C:3]1[CH:8]=[CH:7][C:6]([C:9]2[CH:14]=[CH:13][CH:12]=[C:11]([CH2:15][NH:16][C:17](=[O:24])[C:18]3[CH:23]=[CH:22][CH:21]=[CH:20][CH:19]=3)[CH:10]=2)=[CH:5][CH:4]=1)=O.[S:25]1[CH2:29][C:28](=[O:30])[NH:27][C:26]1=[O:31]. (9) The reactants are: [Ca].[CH3:2][O:3][C:4]1[CH:5]=[C:6]([C@H:10]([NH:12][CH:13]2[CH2:17][CH2:16][N:15](C(OC(C)(C)C)=O)[CH2:14]2)[CH3:11])[CH:7]=[CH:8][CH:9]=1.[ClH:25]. Given the product [ClH:25].[ClH:25].[CH3:2][O:3][C:4]1[CH:5]=[C:6]([C@H:10]([NH:12][C@@H:13]2[CH2:17][CH2:16][NH:15][CH2:14]2)[CH3:11])[CH:7]=[CH:8][CH:9]=1, predict the reactants needed to synthesize it. (10) Given the product [CH3:1][O:2][CH:3]1[CH2:7][CH2:6][CH2:5][CH2:4]1.[CH2:19]([C:21]1[CH2:27][C@H:26]2[C@@H:23]([CH:22]=1)[C:24](=[C:9]([C:10]([O:12][CH2:13][CH3:14])=[O:11])[C:8]([O:16][CH2:17][CH3:18])=[O:15])[CH2:25]2)[CH3:20], predict the reactants needed to synthesize it. The reactants are: [CH3:1][O:2][CH:3]1[CH2:7][CH2:6][CH2:5][CH2:4]1.[C:8]([O:16][CH2:17][CH3:18])(=[O:15])[CH2:9][C:10]([O:12][CH2:13][CH3:14])=[O:11].[CH2:19]([C:21]1[CH2:22][C@H:23]2[C@@H:26]([CH:27]=1)[C:25](=O)[CH2:24]2)[CH3:20].